From a dataset of Retrosynthesis with 50K atom-mapped reactions and 10 reaction types from USPTO. Predict the reactants needed to synthesize the given product. (1) Given the product COc1cc2ncc(-c3ccc(CC(=O)Nc4cc(C5(C(F)(F)F)CC5)on4)c(F)c3)nc2cc1OC, predict the reactants needed to synthesize it. The reactants are: CC1(C)OB(c2ccc(CC(=O)Nc3cc(C4(C(F)(F)F)CC4)on3)c(F)c2)OC1(C)C.COc1cc2ncc(Cl)nc2cc1OC. (2) Given the product COc1ccccc1C(=O)Nc1cccc(-c2nc(C)sc2-c2ccnc(Nc3ccc4c(c3)CN(C)CC4)n2)c1, predict the reactants needed to synthesize it. The reactants are: COc1ccccc1C(=O)Cl.Cc1nc(-c2cccc(N)c2)c(-c2ccnc(Nc3ccc4c(c3)CN(C)CC4)n2)s1. (3) Given the product NC(=S)NC[C@H]1CN(c2ccc(N3CCNCC3)c(F)c2)C(=O)O1, predict the reactants needed to synthesize it. The reactants are: CC(C)(C)OC(=O)N1CCN(c2ccc(N3C[C@H](CNC(N)=S)OC3=O)cc2F)CC1. (4) Given the product CCc1nc(C(N)=O)c(Nc2ccc(N3CCC(N4CCN(C)CC4)CC3)cc2)nc1O[C@@H]1CCN(C(=O)OC(C)(C)C)C1, predict the reactants needed to synthesize it. The reactants are: CCc1nc(C(N)=O)c(Cl)nc1O[C@@H]1CCN(C(=O)OC(C)(C)C)C1.CN1CCN(C2CCN(c3ccc(N)cc3)CC2)CC1. (5) Given the product N#CC1(CO)CCOCC1, predict the reactants needed to synthesize it. The reactants are: COC(=O)C1(C#N)CCOCC1. (6) Given the product C=CCCC1C(=NO)CCc2ccccc21, predict the reactants needed to synthesize it. The reactants are: C=CCCC1C(=O)CCc2ccccc21.NO. (7) Given the product CC1Cc2c(ccc(O)c2C(C)(C)C)O1, predict the reactants needed to synthesize it. The reactants are: Cc1cc2c(C(C)(C)C)c(O)ccc2o1. (8) Given the product CC(N)c1ccc(Nc2ncc(Cl)c(CCc3ccccc3C3(C(N)=O)CC3)n2)cn1, predict the reactants needed to synthesize it. The reactants are: CC(=O)c1ccc(Nc2ncc(Cl)c(CCc3ccccc3C3(C(N)=O)CC3)n2)cn1.[BH3-]C#N. (9) Given the product c1ccc(OCCNc2ccc3cc(NCc4cccnc4)ccc3n2)cc1, predict the reactants needed to synthesize it. The reactants are: Clc1ccc2nc(NCCOc3ccccc3)ccc2c1.NCc1cccnc1. (10) Given the product Cc1cc(N2C[C@H](S(=O)(=O)c3ccc(OCC(F)(F)F)cc3Cl)C[C@H]2C(=O)NC2(C#N)CC2)n(CCc2ccccc2)n1, predict the reactants needed to synthesize it. The reactants are: Cc1cc(N2C[C@H](S(=O)(=O)c3ccc(F)cc3Cl)C[C@H]2C(=O)NC2(C#N)CC2)n(CCc2ccccc2)n1.OCC(F)(F)F.